Dataset: Catalyst prediction with 721,799 reactions and 888 catalyst types from USPTO. Task: Predict which catalyst facilitates the given reaction. (1) Reactant: [C:1]([S:5]([C:8]1[CH:9]=[C:10]2[C:15](=[CH:16][C:17]=1[O:18]C)[N:14]=[CH:13][N:12]=[C:11]2[NH:20][C:21]1[CH:22]=[CH:23][C:24]2[S:28][CH:27]=[N:26][C:25]=2[CH:29]=1)(=[O:7])=[O:6])([CH3:4])([CH3:3])[CH3:2]. Product: [S:28]1[C:24]2[CH:23]=[CH:22][C:21]([NH:20][C:11]3[C:10]4[C:15](=[CH:16][C:17]([OH:18])=[C:8]([S:5]([C:1]([CH3:3])([CH3:2])[CH3:4])(=[O:6])=[O:7])[CH:9]=4)[N:14]=[CH:13][N:12]=3)=[CH:29][C:25]=2[N:26]=[CH:27]1. The catalyst class is: 3. (2) Reactant: [C:1]([CH2:4][CH2:5][CH2:6][C:7]1[C:8](=[O:19])[C:9]2[C:14]([C:15](=[O:18])[C:16]=1[CH3:17])=[CH:13][CH:12]=[CH:11][CH:10]=2)([OH:3])=O.ON1C(=O)CCC1=O.CCN=C=NCCCN(C)C.[CH2:39]([NH2:42])[CH2:40][NH2:41]. Product: [NH2:41][CH2:40][CH2:39][NH:42][C:1]([CH2:4][CH2:5][CH2:6][C:7]1[C:8](=[O:19])[C:9]2[C:14]([C:15](=[O:18])[C:16]=1[CH3:17])=[CH:13][CH:12]=[CH:11][CH:10]=2)=[O:3]. The catalyst class is: 576. (3) Reactant: [F:1][CH:2]([F:5])[CH2:3][OH:4].[H-].[Na+].Cl[CH2:9][C:10]1[O:14][N:13]=[C:12]([C:15]2[CH:16]=[CH:17][C:18]([CH3:33])=[C:19]([NH:21][C:22]([C:24]3[N:28]4[CH:29]=[CH:30][CH:31]=[CH:32][C:27]4=[N:26][CH:25]=3)=[O:23])[CH:20]=2)[N:11]=1. Product: [F:1][CH:2]([F:5])[CH2:3][O:4][CH2:9][C:10]1[O:14][N:13]=[C:12]([C:15]2[CH:16]=[CH:17][C:18]([CH3:33])=[C:19]([NH:21][C:22]([C:24]3[N:28]4[CH:29]=[CH:30][CH:31]=[CH:32][C:27]4=[N:26][CH:25]=3)=[O:23])[CH:20]=2)[N:11]=1. The catalyst class is: 9. (4) Product: [NH2:10][C@@H:3]([CH2:2][OH:1])[CH2:4][NH:5][S:6]([CH3:9])(=[O:8])=[O:7]. Reactant: [OH:1][CH2:2][C@H:3]([NH:10]C(=O)OCC1C=CC=CC=1)[CH2:4][NH:5][S:6]([CH3:9])(=[O:8])=[O:7]. The catalyst class is: 63.